This data is from Catalyst prediction with 721,799 reactions and 888 catalyst types from USPTO. The task is: Predict which catalyst facilitates the given reaction. Reactant: [CH3:1][C:2](=[CH:30][C:31]1[CH:36]=[CH:35][CH:34]=[CH:33][CH:32]=1)[C:3]([N:5]1[C@@H:9]([C:10]2[CH:15]=[CH:14][CH:13]=[CH:12][CH:11]=2)[C@H:8]([C:16]([O:18]C)=[O:17])[O:7][CH:6]1[C:20]1[CH:25]=[CH:24][C:23]([O:26][CH3:27])=[C:22]([O:28][CH3:29])[CH:21]=1)=[O:4].[Li+].[OH-].Cl. Product: [CH3:1][C:2](=[CH:30][C:31]1[CH:32]=[CH:33][CH:34]=[CH:35][CH:36]=1)[C:3]([N:5]1[C@@H:9]([C:10]2[CH:11]=[CH:12][CH:13]=[CH:14][CH:15]=2)[C@H:8]([C:16]([OH:18])=[O:17])[O:7][CH:6]1[C:20]1[CH:25]=[CH:24][C:23]([O:26][CH3:27])=[C:22]([O:28][CH3:29])[CH:21]=1)=[O:4]. The catalyst class is: 1.